From a dataset of Catalyst prediction with 721,799 reactions and 888 catalyst types from USPTO. Predict which catalyst facilitates the given reaction. (1) Reactant: [C:1]([N:4]1[CH2:9][CH:8]=[C:7]([C:10]2[C:18]3[S:17][C:16]([NH:19][C:20](=[O:28])[C:21]4[CH:26]=[CH:25][C:24]([F:27])=[CH:23][CH:22]=4)=[N:15][C:14]=3[C:13]([O:29][CH3:30])=[CH:12][CH:11]=2)[CH2:6][CH2:5]1)(=[O:3])[CH3:2]. Product: [C:1]([N:4]1[CH2:9][CH2:8][CH:7]([C:10]2[C:18]3[S:17][C:16]([NH:19][C:20](=[O:28])[C:21]4[CH:22]=[CH:23][C:24]([F:27])=[CH:25][CH:26]=4)=[N:15][C:14]=3[C:13]([O:29][CH3:30])=[CH:12][CH:11]=2)[CH2:6][CH2:5]1)(=[O:3])[CH3:2]. The catalyst class is: 19. (2) Reactant: [NH2:1][C:2]1[CH:3]=[C:4]([CH:21]=[CH:22][CH:23]=1)[O:5][C:6]1[CH:7]=[CH:8][C:9]2[N:10]([CH:12]=[C:13]([NH:15][C:16]([CH:18]3[CH2:20][CH2:19]3)=[O:17])[N:14]=2)[N:11]=1.[F:24][C:25]([F:36])([F:35])[C:26]1[CH:34]=[CH:33][C:29]([C:30](O)=[O:31])=[CH:28][CH:27]=1.Cl.CN(C)CCCN=C=NCC.ON1C2C=CC=CC=2N=N1. Product: [CH:18]1([C:16]([NH:15][C:13]2[N:14]=[C:9]3[CH:8]=[CH:7][C:6]([O:5][C:4]4[CH:3]=[C:2]([NH:1][C:30](=[O:31])[C:29]5[CH:33]=[CH:34][C:26]([C:25]([F:24])([F:35])[F:36])=[CH:27][CH:28]=5)[CH:23]=[CH:22][CH:21]=4)=[N:11][N:10]3[CH:12]=2)=[O:17])[CH2:20][CH2:19]1. The catalyst class is: 9. (3) Reactant: C([O:3][C:4]([CH:6]1[CH2:11][CH2:10][CH:9]([O:12][Si:13]([C:16]([CH3:19])([CH3:18])[CH3:17])([CH3:15])[CH3:14])[CH2:8][CH2:7]1)=[O:5])C.O.[OH-].[Li+]. Product: [C:16]([Si:13]([CH3:15])([CH3:14])[O:12][CH:9]1[CH2:10][CH2:11][CH:6]([C:4]([OH:5])=[O:3])[CH2:7][CH2:8]1)([CH3:19])([CH3:18])[CH3:17]. The catalyst class is: 83. (4) Reactant: [CH2:1]([O:3][C:4](=[O:18])[C:5]1[CH:15]=[C:14]([CH2:16][OH:17])[CH:13]=[C:7]([C:8]([O:10]CC)=[O:9])[CH:6]=1)[CH3:2].[OH-].[Na+]. Product: [CH2:1]([O:3][C:4](=[O:18])[C:5]1[CH:15]=[C:14]([CH2:16][OH:17])[CH:13]=[C:7]([C:8]([OH:10])=[O:9])[CH:6]=1)[CH3:2]. The catalyst class is: 8. (5) Reactant: [Cl:1][C:2]1[CH:3]=[N:4][C:5]2[NH:6][C:7]3[CH:8]=[N:9][CH:10]=[C:11]([CH:25]=3)[CH2:12][CH2:13][C:14]3[CH:22]=[C:18]([NH:19][C:20]=1[N:21]=2)[CH:17]=[CH:16][C:15]=3[O:23]C.B(Br)(Br)Br.C(=O)(O)[O-].[Na+]. Product: [Cl:1][C:2]1[CH:3]=[N:4][C:5]2[NH:6][C:7]3[CH:8]=[N:9][CH:10]=[C:11]([CH:25]=3)[CH2:12][CH2:13][C:14]3[CH:22]=[C:18]([NH:19][C:20]=1[N:21]=2)[CH:17]=[CH:16][C:15]=3[OH:23]. The catalyst class is: 34.